From a dataset of CYP2C19 inhibition data for predicting drug metabolism from PubChem BioAssay. Regression/Classification. Given a drug SMILES string, predict its absorption, distribution, metabolism, or excretion properties. Task type varies by dataset: regression for continuous measurements (e.g., permeability, clearance, half-life) or binary classification for categorical outcomes (e.g., BBB penetration, CYP inhibition). Dataset: cyp2c19_veith. (1) The compound is CC(C)CO/N=C1\[C@@H]2CCn3c(=O)n(C)c(=O)n3[C@H]2[C@H](O)[C@H]2O[C@H]12. The result is 0 (non-inhibitor). (2) The molecule is COC(=O)C/C=C\[C@@H](C)[C@@H](/C=N\OC[C@@H]1O[C@H](c2ccccc2)C=C[C@@H]1Oc1ccc(OC)cc1)NS(=O)(=O)c1ccc(C)cc1. The result is 1 (inhibitor). (3) The drug is CCCCn1nc2cc(C(=O)NCc3ccc(C(F)(F)F)cc3C(F)(F)F)ccc2c1OCC. The result is 1 (inhibitor). (4) The compound is CC(/C=N/NC(=O)Cc1cccs1)=C\c1ccco1. The result is 1 (inhibitor). (5) The compound is CCS(=O)(=O)N1CCC(C(=O)NCc2ccccc2OC)CC1. The result is 1 (inhibitor).